This data is from Forward reaction prediction with 1.9M reactions from USPTO patents (1976-2016). The task is: Predict the product of the given reaction. (1) Given the reactants Cl.[F:2][C:3]([F:18])([F:17])[C:4]1[CH:16]=[CH:15][CH:14]=[CH:13][C:5]=1[O:6][CH:7]1[CH2:12][CH2:11][NH:10][CH2:9][CH2:8]1.[CH3:19][N:20]1[C:25](=[O:26])[CH:24]=[C:23]([NH:27][CH2:28][C:29](O)=[O:30])[CH:22]=[N:21]1, predict the reaction product. The product is: [CH3:19][N:20]1[C:25](=[O:26])[CH:24]=[C:23]([NH:27][CH2:28][C:29](=[O:30])[N:10]2[CH2:11][CH2:12][CH:7]([O:6][C:5]3[CH:13]=[CH:14][CH:15]=[CH:16][C:4]=3[C:3]([F:2])([F:17])[F:18])[CH2:8][CH2:9]2)[CH:22]=[N:21]1. (2) The product is: [C:1]([O:5][C:6]([N:8]1[CH2:13][CH2:12][C:11](=[C:14]([Cl:18])[CH:15]([OH:17])[CH3:16])[CH2:10][CH2:9]1)=[O:7])([CH3:3])([CH3:2])[CH3:4]. Given the reactants [C:1]([O:5][C:6]([N:8]1[CH2:13][CH2:12][C:11](=[C:14]([Cl:18])[C:15](=[O:17])[CH3:16])[CH2:10][CH2:9]1)=[O:7])([CH3:4])([CH3:3])[CH3:2].[BH4-].[Na+], predict the reaction product. (3) The product is: [F:1][C:2]([F:40])([F:39])[C:3]1[CH:4]=[C:5]([CH:32]=[C:33]([C:35]([F:37])([F:36])[F:38])[CH:34]=1)[C:6]([N:8]1[CH2:13][CH2:12][N:11]([CH2:14][CH2:15][CH2:16][N:50]2[CH2:51][CH2:52][CH:47]([C:41]3[CH:46]=[CH:45][CH:44]=[CH:43][CH:42]=3)[CH2:48][CH2:49]2)[CH2:10][C@H:9]1[CH2:22][C:23]1[C:31]2[C:26](=[CH:27][CH:28]=[CH:29][CH:30]=2)[NH:25][CH:24]=1)=[O:7]. Given the reactants [F:1][C:2]([F:40])([F:39])[C:3]1[CH:4]=[C:5]([CH:32]=[C:33]([C:35]([F:38])([F:37])[F:36])[CH:34]=1)[C:6]([N:8]1[CH2:13][CH2:12][N:11]([CH2:14][CH2:15][CH2:16]OS(C)(=O)=O)[CH2:10][C@H:9]1[CH2:22][C:23]1[C:31]2[C:26](=[CH:27][CH:28]=[CH:29][CH:30]=2)[NH:25][CH:24]=1)=[O:7].[C:41]1([CH:47]2[CH2:52][CH2:51][NH:50][CH2:49][CH2:48]2)[CH:46]=[CH:45][CH:44]=[CH:43][CH:42]=1, predict the reaction product. (4) Given the reactants [CH2:1](O)[CH3:2].O.[S:5]1[CH:9]=[CH:8][CH:7]=[C:6]1[C:10]1[CH:11]=[C:12]2[C:16](=[CH:17][CH:18]=1)[NH:15][N:14]=[C:13]2[NH:19][C:20]([NH2:22])=[S:21].ClC(OCC)CCl, predict the reaction product. The product is: [S:21]1[CH:2]=[CH:1][N:22]=[C:20]1[NH:19][C:13]1[C:12]2[C:16](=[CH:17][CH:18]=[C:10]([C:6]3[S:5][CH:9]=[CH:8][CH:7]=3)[CH:11]=2)[NH:15][N:14]=1. (5) Given the reactants [ClH:1].[O:2]1[C:6]2=[CH:7][N:8]=[CH:9][CH:10]=[C:5]2[C:4](=O)[CH2:3]1.[NH2:12][C:13]1[CH:21]=[CH:20][CH:19]=[C:18]2[C:14]=1[CH:15]=[N:16][N:17]2C(=O)C, predict the reaction product. The product is: [Cl:1][C:19]1[C:18]2[NH:17][N:16]=[CH:15][C:14]=2[C:13]([NH:12][C:4]2[C:5]3[C:6](=[CH:7][N:8]=[CH:9][CH:10]=3)[O:2][CH:3]=2)=[CH:21][CH:20]=1. (6) Given the reactants Br[CH2:2][C:3]1[C:12]2[C:7](=[C:8]([F:14])[C:9]([F:13])=[CH:10][CH:11]=2)[NH:6][C:5](=[O:15])[CH:4]=1.[CH3:16][C:17]1[NH:21][C:20]2[CH:22]=[CH:23][CH:24]=[CH:25][C:19]=2[N:18]=1, predict the reaction product. The product is: [F:13][C:9]1[C:8]([F:14])=[C:7]2[C:12]([C:3]([CH2:2][N:18]3[C:19]4[CH:25]=[CH:24][CH:23]=[CH:22][C:20]=4[N:21]=[C:17]3[CH3:16])=[CH:4][C:5](=[O:15])[NH:6]2)=[CH:11][CH:10]=1. (7) The product is: [Cl:19][C:20]1[N:25]=[CH:24][C:23]([NH:26][C:16]([C:9]2[O:8][C:7]([C:1]3[CH:2]=[CH:3][CH:4]=[CH:5][CH:6]=3)=[N:11][C:10]=2[C:12]([F:13])([F:14])[F:15])=[O:18])=[CH:22][CH:21]=1. Given the reactants [C:1]1([C:7]2[O:8][C:9]([C:16]([OH:18])=O)=[C:10]([C:12]([F:15])([F:14])[F:13])[N:11]=2)[CH:6]=[CH:5][CH:4]=[CH:3][CH:2]=1.[Cl:19][C:20]1[N:25]=[CH:24][C:23]([NH2:26])=[CH:22][CH:21]=1.C1C=CC2N(O)N=NC=2C=1.C(Cl)CCl, predict the reaction product. (8) Given the reactants [C:1]1(CO)CCCCC=1.[O:9]1[C:13]2([CH2:18][CH2:17][C:16]([CH2:19][OH:20])=[CH:15][CH2:14]2)[O:12][CH2:11][CH2:10]1, predict the reaction product. The product is: [O:9]1[CH2:10][CH2:11][O:12][C:13]21[CH2:18][CH2:17][C:16]1([CH2:19][OH:20])[CH:15]([CH2:1]1)[CH2:14]2. (9) Given the reactants [OH:1][CH:2](C1C=C(C)C=C(OC)C=1)[C@@H:3]1[C@:12]2([CH3:13])[C@H:7]([C:8]([CH3:15])([CH3:14])[CH2:9][CH2:10][CH2:11]2)[CH2:6][CH2:5][C@@:4]1([CH3:17])O.CC1C=CC(S(O)(=O)=O)=CC=1.O, predict the reaction product. The product is: [CH3:17][C:4]1[CH2:5][CH2:6][C@@H:7]2[C@:12]([CH3:13])([CH2:11][CH2:10][CH2:9][C:8]2([CH3:14])[CH3:15])[C:3]=1[CH:2]=[O:1]. (10) Given the reactants [CH3:1][C:2](C)([O-])C.[K+].[C:7]1([C:15]2[CH:20]=[CH:19][CH:18]=[CH:17][CH:16]=2)[CH:12]=[CH:11][C:10](C=O)=[CH:9][CH:8]=1, predict the reaction product. The product is: [CH:1]([C:20]1[CH:19]=[CH:18][CH:17]=[CH:16][C:15]=1[C:7]1[CH:8]=[CH:9][CH:10]=[CH:11][CH:12]=1)=[CH2:2].